Task: Predict the reactants needed to synthesize the given product.. Dataset: Full USPTO retrosynthesis dataset with 1.9M reactions from patents (1976-2016) (1) Given the product [F:15][C:13]([C:12]1[N:18]([CH2:19][CH:20]2[CH2:25][CH2:24][O:23][CH2:22][CH2:21]2)[C:8]2[CH:7]=[CH:6][C:5]([N:4]([CH3:26])[C:1](=[O:3])[CH3:2])=[CH:10][C:9]=2[N:11]=1)([F:16])[CH3:14], predict the reactants needed to synthesize it. The reactants are: [C:1]([N:4]([CH3:26])[C:5]1[CH:6]=[CH:7][C:8]([NH:18][CH2:19][CH:20]2[CH2:25][CH2:24][O:23][CH2:22][CH2:21]2)=[C:9]([NH:11][C:12](=O)[C:13]([F:16])([F:15])[CH3:14])[CH:10]=1)(=[O:3])[CH3:2]. (2) Given the product [CH2:1]([N:3]1[C:9]2[N:10]=[CH:11][C:12]([CH2:14][CH2:15][O:16][C:17]3[CH:22]=[CH:21][C:20]([NH:23][C:32]4[CH:42]=[CH:41][C:35]([C:36]([O:38][CH2:39][CH3:40])=[O:37])=[CH:34][CH:33]=4)=[CH:19][C:18]=3[CH3:24])=[CH:13][C:8]=2[C:7](=[O:25])[N:6]([CH3:26])[C:5]2[CH:27]=[CH:28][CH:29]=[N:30][C:4]1=2)[CH3:2], predict the reactants needed to synthesize it. The reactants are: [CH2:1]([N:3]1[C:9]2[N:10]=[CH:11][C:12]([CH2:14][CH2:15][O:16][C:17]3[CH:22]=[CH:21][C:20]([NH2:23])=[CH:19][C:18]=3[CH3:24])=[CH:13][C:8]=2[C:7](=[O:25])[N:6]([CH3:26])[C:5]2[CH:27]=[CH:28][CH:29]=[N:30][C:4]1=2)[CH3:2].Br[C:32]1[CH:42]=[CH:41][C:35]([C:36]([O:38][CH2:39][CH3:40])=[O:37])=[CH:34][CH:33]=1.C(O[Na])(C)(C)C.C1C=CC(P(C2C=CC3C(=CC=CC=3)C=2C2C3C(=CC=CC=3)C=CC=2P(C2C=CC=CC=2)C2C=CC=CC=2)C2C=CC=CC=2)=CC=1. (3) Given the product [ClH:20].[NH2:21][C:3]1[CH:8]([N:9]2[C:17](=[O:18])[C:16]3[C:11](=[CH:12][CH:13]=[CH:14][CH:15]=3)[C:10]2=[O:19])[CH2:7][CH2:6][CH2:5][N:4]=1, predict the reactants needed to synthesize it. The reactants are: CO[C:3]1[CH:8]([N:9]2[C:17](=[O:18])[C:16]3[C:11](=[CH:12][CH:13]=[CH:14][CH:15]=3)[C:10]2=[O:19])[CH2:7][CH2:6][CH2:5][N:4]=1.[Cl-:20].[NH4+:21]. (4) The reactants are: [CH2:1]([S:6][C:7]1[C:8]([CH:12]2[CH:17]3[CH2:18][CH2:19][N:14]([CH2:15][CH2:16]3)[CH2:13]2)=[N:9][NH:10][CH:11]=1)[CH2:2][CH2:3][CH2:4]C.[CH3:20]C(C)CCS. Given the product [CH3:20][CH:3]([CH3:4])[CH2:2][CH2:1][S:6][C:7]1[C:8]([CH:12]2[CH:17]3[CH2:16][CH2:15][N:14]([CH2:19][CH2:18]3)[CH2:13]2)=[N:9][NH:10][CH:11]=1, predict the reactants needed to synthesize it.